Dataset: Full USPTO retrosynthesis dataset with 1.9M reactions from patents (1976-2016). Task: Predict the reactants needed to synthesize the given product. (1) Given the product [OH:27][CH:24]1[CH2:25][CH2:26][N:22]([C:3]2[C:2]([C:32]3[CH:33]=[N:34][C:29]([CH3:28])=[CH:30][CH:31]=3)=[CH:21][C:6]([C:7]([NH:9][C:10]3[CH:15]=[CH:14][C:13]([O:16][C:17]([F:20])([F:19])[F:18])=[CH:12][CH:11]=3)=[O:8])=[CH:5][N:4]=2)[CH2:23]1, predict the reactants needed to synthesize it. The reactants are: Br[C:2]1[C:3]([N:22]2[CH2:26][CH2:25][CH:24]([OH:27])[CH2:23]2)=[N:4][CH:5]=[C:6]([CH:21]=1)[C:7]([NH:9][C:10]1[CH:15]=[CH:14][C:13]([O:16][C:17]([F:20])([F:19])[F:18])=[CH:12][CH:11]=1)=[O:8].[CH3:28][C:29]1[N:34]=[CH:33][C:32](B(O)O)=[CH:31][CH:30]=1. (2) Given the product [N+:8]([C:7]1[C:2]([C:11]#[N:12])=[N:3][CH:4]=[CH:5][CH:6]=1)([O-:10])=[O:9], predict the reactants needed to synthesize it. The reactants are: Br[C:2]1[C:7]([N+:8]([O-:10])=[O:9])=[CH:6][CH:5]=[CH:4][N:3]=1.[CH3:11][N:12](C=O)C. (3) Given the product [OH:36][CH2:7][CH2:8][CH2:9][C:10]([C:12]1[CH:13]=[C:14]2[C:18](=[CH:19][CH:20]=1)[NH:17][C:16](=[O:21])[C:15]2=[C:22]1[CH:31]=[CH:30][C:29]2[C:24](=[CH:25][CH:26]=[CH:27][CH:28]=2)[NH:23]1)=[O:11], predict the reactants needed to synthesize it. The reactants are: N1C=CN=C1.Cl[CH2:7][CH2:8][CH2:9][C:10]([C:12]1[CH:13]=[C:14]2[C:18](=[CH:19][CH:20]=1)[NH:17][C:16](=[O:21])[C:15]2=[C:22]1[CH:31]=[CH:30][C:29]2[C:24](=[CH:25][CH:26]=[CH:27][CH:28]=2)[NH:23]1)=[O:11].CN(C=[O:36])C. (4) Given the product [NH2:25][C@@H:17]([CH2:18][C:19]1[CH:24]=[CH:23][CH:22]=[CH:21][CH:20]=1)[CH2:16][O:15][C:12]1[CH:11]=[C:10]([C:26]2[CH:27]=[C:28]3[C:32](=[CH:33][CH:34]=2)[NH:31][N:30]=[C:29]3[CH3:35])[C:9]([C:4]2[CH:5]=[C:6]([F:8])[CH:7]=[C:2]([F:1])[C:3]=2[OH:36])=[N:14][CH:13]=1, predict the reactants needed to synthesize it. The reactants are: [F:1][C:2]1[C:3]([O:36]C)=[C:4]([C:9]2[N:14]=[CH:13][C:12]([O:15][CH2:16][C@@H:17]([NH2:25])[CH2:18][C:19]3[CH:24]=[CH:23][CH:22]=[CH:21][CH:20]=3)=[CH:11][C:10]=2[C:26]2[CH:27]=[C:28]3[C:32](=[CH:33][CH:34]=2)[NH:31][N:30]=[C:29]3[CH3:35])[CH:5]=[C:6]([F:8])[CH:7]=1.B(Br)(Br)Br.